This data is from Catalyst prediction with 721,799 reactions and 888 catalyst types from USPTO. The task is: Predict which catalyst facilitates the given reaction. (1) Reactant: C(N(CC)CC)C.[CH3:8][N:9]1[CH2:14][CH2:13][N:12]([C:15]2[CH:22]=[CH:21][C:18]([CH2:19][NH2:20])=[CH:17][CH:16]=2)[CH2:11][CH2:10]1.Cl[C:24]1[N:33]([CH2:34][CH2:35][CH2:36][C:37]([O:39][CH3:40])=[O:38])[C:32](=[O:41])[C:31]2[C:26](=[CH:27][CH:28]=[CH:29][CH:30]=2)[N:25]=1.O. Product: [CH3:8][N:9]1[CH2:14][CH2:13][N:12]([C:15]2[CH:22]=[CH:21][C:18]([CH2:19][NH:20][C:24]3[N:33]([CH2:34][CH2:35][CH2:36][C:37]([O:39][CH3:40])=[O:38])[C:32](=[O:41])[C:31]4[C:26](=[CH:27][CH:28]=[CH:29][CH:30]=4)[N:25]=3)=[CH:17][CH:16]=2)[CH2:11][CH2:10]1. The catalyst class is: 54. (2) Reactant: C[O:2][C:3](=[O:22])[C@H:4]([N:6]([S:8]([C:11]1[CH:16]=[CH:15][C:14]([O:17][CH2:18][C:19]#[C:20][CH3:21])=[CH:13][CH:12]=1)(=[O:10])=[O:9])[CH3:7])[CH3:5].O.[OH-].[Li+].Cl. Product: [CH2:18]([O:17][C:14]1[CH:13]=[CH:12][C:11]([S:8]([N:6]([CH3:7])[CH:4]([CH3:5])[C:3]([OH:22])=[O:2])(=[O:9])=[O:10])=[CH:16][CH:15]=1)[C:19]#[C:20][CH3:21]. The catalyst class is: 36. (3) Reactant: Cl[C:2]([O:4][CH2:5][C:6]1[CH:11]=[CH:10][CH:9]=[CH:8][CH:7]=1)=[O:3].[Br:12][C:13]1[CH:18]=[CH:17][C:16]([CH2:19][CH2:20][NH:21][CH3:22])=[CH:15][CH:14]=1.C(N(CC)CC)C. Product: [Br:12][C:13]1[CH:14]=[CH:15][C:16]([CH2:19][CH2:20][N:21]([CH3:22])[C:2](=[O:3])[O:4][CH2:5][C:6]2[CH:11]=[CH:10][CH:9]=[CH:8][CH:7]=2)=[CH:17][CH:18]=1. The catalyst class is: 2. (4) Reactant: [CH3:1][NH:2][C:3]1[C:12]([C:13]([O:15]CC)=[O:14])=[CH:11][C:10]2[C:5](=[N:6][CH:7]=[CH:8][CH:9]=2)[N:4]=1.[OH-].[Na+]. Product: [CH3:1][NH:2][C:3]1[C:12]([C:13]([OH:15])=[O:14])=[CH:11][C:10]2[C:5](=[N:6][CH:7]=[CH:8][CH:9]=2)[N:4]=1. The catalyst class is: 14. (5) Product: [C:13]([O:17][C:18]([N:20]1[CH2:25][C:24](=[O:26])[N:23]([C:27]2[CH:32]=[CH:31][CH:30]=[CH:29][C:28]=2[O:33][CH2:5][CH2:4][CH2:3][O:2][CH3:1])[CH2:22][C:21]1([CH3:35])[CH3:34])=[O:19])([CH3:16])([CH3:14])[CH3:15]. Reactant: [CH3:1][O:2][CH2:3][CH2:4][CH2:5]Br.C(=O)([O-])[O-].[Cs+].[Cs+].[C:13]([O:17][C:18]([N:20]1[CH2:25][C:24](=[O:26])[N:23]([C:27]2[CH:32]=[CH:31][CH:30]=[CH:29][C:28]=2[OH:33])[CH2:22][C:21]1([CH3:35])[CH3:34])=[O:19])([CH3:16])([CH3:15])[CH3:14].O. The catalyst class is: 9. (6) Reactant: [O:1]1CCO[CH:2]1[C:6]1[CH:7]=[C:8]([CH:11]=[CH:12][C:13]2[N:14]=[C:15]([NH:18][C:19](=[O:21])[CH3:20])[S:16][CH:17]=2)[S:9][CH:10]=1.C(O)(=O)C.O1CCCC1. Product: [CH:2]([C:6]1[CH:7]=[C:8]([CH:11]=[CH:12][C:13]2[N:14]=[C:15]([NH:18][C:19](=[O:21])[CH3:20])[S:16][CH:17]=2)[S:9][CH:10]=1)=[O:1]. The catalyst class is: 6. (7) Reactant: C([Li])CCC.[S:6]1[CH:10]=[CH:9][N:8]=[CH:7]1.[CH2:11]1[O:21][C:14]2([CH2:19][CH2:18][C:17](=[O:20])[CH2:16][CH2:15]2)[O:13][CH2:12]1.O. Product: [S:6]1[CH:10]=[CH:9][N:8]=[C:7]1[C:17]1([OH:20])[CH2:18][CH2:19][C:14]2([O:21][CH2:11][CH2:12][O:13]2)[CH2:15][CH2:16]1. The catalyst class is: 1. (8) Reactant: [S:1]([C:5]1[CH:39]=[CH:38][C:8]([CH2:9][CH2:10][NH:11][CH2:12][C:13]2[N:14]([CH2:18][C:19]([N:21]([CH2:30][C:31]([O:33][C:34]([CH3:37])([CH3:36])[CH3:35])=[O:32])[CH2:22][C:23]([O:25][C:26]([CH3:29])([CH3:28])[CH3:27])=[O:24])=[O:20])[CH:15]=[CH:16][N:17]=2)=[CH:7][CH:6]=1)(=[O:4])(=[O:3])[NH2:2].[S:40]1[CH:44]=[CH:43][N:42]=[C:41]1[CH:45]=O.CC(O)=O.[BH-](OC(C)=O)(OC(C)=O)OC(C)=O.[Na+]. Product: [S:1]([C:5]1[CH:39]=[CH:38][C:8]([CH2:9][CH2:10][N:11]([CH2:12][C:13]2[N:14]([CH2:18][C:19]([N:21]([CH2:30][C:31]([O:33][C:34]([CH3:37])([CH3:36])[CH3:35])=[O:32])[CH2:22][C:23]([O:25][C:26]([CH3:27])([CH3:28])[CH3:29])=[O:24])=[O:20])[CH:15]=[CH:16][N:17]=2)[CH2:45][C:41]2[S:40][CH:44]=[CH:43][N:42]=2)=[CH:7][CH:6]=1)(=[O:3])(=[O:4])[NH2:2]. The catalyst class is: 325.